Dataset: NCI-60 drug combinations with 297,098 pairs across 59 cell lines. Task: Regression. Given two drug SMILES strings and cell line genomic features, predict the synergy score measuring deviation from expected non-interaction effect. (1) Drug 1: C1CN(P(=O)(OC1)NCCCl)CCCl. Drug 2: CC(C)CN1C=NC2=C1C3=CC=CC=C3N=C2N. Cell line: HT29. Synergy scores: CSS=2.94, Synergy_ZIP=1.05, Synergy_Bliss=5.48, Synergy_Loewe=-3.20, Synergy_HSA=0.207. (2) Drug 1: C1CC(=O)NC(=O)C1N2CC3=C(C2=O)C=CC=C3N. Drug 2: C1=CC(=C2C(=C1NCCNCCO)C(=O)C3=C(C=CC(=C3C2=O)O)O)NCCNCCO. Cell line: BT-549. Synergy scores: CSS=39.8, Synergy_ZIP=0.791, Synergy_Bliss=1.73, Synergy_Loewe=-8.91, Synergy_HSA=3.75. (3) Drug 1: C1CC(=O)NC(=O)C1N2CC3=C(C2=O)C=CC=C3N. Drug 2: C1CN1P(=S)(N2CC2)N3CC3. Cell line: MOLT-4. Synergy scores: CSS=25.7, Synergy_ZIP=-6.36, Synergy_Bliss=-14.1, Synergy_Loewe=-48.2, Synergy_HSA=-16.0. (4) Drug 1: C1=CC(=CC=C1CCC2=CNC3=C2C(=O)NC(=N3)N)C(=O)NC(CCC(=O)O)C(=O)O. Drug 2: COC1=C2C(=CC3=C1OC=C3)C=CC(=O)O2. Cell line: SR. Synergy scores: CSS=28.7, Synergy_ZIP=-2.35, Synergy_Bliss=-5.96, Synergy_Loewe=-32.9, Synergy_HSA=-5.34. (5) Drug 1: CC(C)NC(=O)C1=CC=C(C=C1)CNNC.Cl. Drug 2: COCCOC1=C(C=C2C(=C1)C(=NC=N2)NC3=CC=CC(=C3)C#C)OCCOC.Cl. Cell line: NCI/ADR-RES. Synergy scores: CSS=-1.38, Synergy_ZIP=-0.993, Synergy_Bliss=-2.15, Synergy_Loewe=-5.92, Synergy_HSA=-4.87. (6) Cell line: A498. Synergy scores: CSS=17.6, Synergy_ZIP=-7.09, Synergy_Bliss=3.34, Synergy_Loewe=1.64, Synergy_HSA=2.97. Drug 2: CC1=C(N=C(N=C1N)C(CC(=O)N)NCC(C(=O)N)N)C(=O)NC(C(C2=CN=CN2)OC3C(C(C(C(O3)CO)O)O)OC4C(C(C(C(O4)CO)O)OC(=O)N)O)C(=O)NC(C)C(C(C)C(=O)NC(C(C)O)C(=O)NCCC5=NC(=CS5)C6=NC(=CS6)C(=O)NCCC[S+](C)C)O. Drug 1: C1=C(C(=O)NC(=O)N1)N(CCCl)CCCl. (7) Synergy scores: CSS=32.3, Synergy_ZIP=1.26, Synergy_Bliss=1.18, Synergy_Loewe=-18.7, Synergy_HSA=-0.278. Drug 2: CC1CCCC2(C(O2)CC(NC(=O)CC(C(C(=O)C(C1O)C)(C)C)O)C(=CC3=CSC(=N3)C)C)C. Drug 1: C1C(C(OC1N2C=NC3=C2NC=NCC3O)CO)O. Cell line: IGROV1. (8) Drug 1: COC1=C(C=C2C(=C1)N=CN=C2NC3=CC(=C(C=C3)F)Cl)OCCCN4CCOCC4. Drug 2: CC1=C2C(C(=O)C3(C(CC4C(C3C(C(C2(C)C)(CC1OC(=O)C(C(C5=CC=CC=C5)NC(=O)OC(C)(C)C)O)O)OC(=O)C6=CC=CC=C6)(CO4)OC(=O)C)O)C)O. Cell line: HCT-15. Synergy scores: CSS=60.2, Synergy_ZIP=11.0, Synergy_Bliss=13.4, Synergy_Loewe=13.7, Synergy_HSA=13.3. (9) Drug 1: C1=NC2=C(N=C(N=C2N1C3C(C(C(O3)CO)O)O)F)N. Drug 2: CC(C)(C#N)C1=CC(=CC(=C1)CN2C=NC=N2)C(C)(C)C#N. Cell line: NCI-H522. Synergy scores: CSS=12.3, Synergy_ZIP=-5.93, Synergy_Bliss=-1.24, Synergy_Loewe=-0.428, Synergy_HSA=-0.821. (10) Drug 1: CC(C1=C(C=CC(=C1Cl)F)Cl)OC2=C(N=CC(=C2)C3=CN(N=C3)C4CCNCC4)N. Drug 2: CC12CCC3C(C1CCC2OP(=O)(O)O)CCC4=C3C=CC(=C4)OC(=O)N(CCCl)CCCl.[Na+]. Cell line: M14. Synergy scores: CSS=-0.112, Synergy_ZIP=6.27, Synergy_Bliss=2.10, Synergy_Loewe=-1.56, Synergy_HSA=-1.32.